From a dataset of Forward reaction prediction with 1.9M reactions from USPTO patents (1976-2016). Predict the product of the given reaction. Given the reactants [Cl:1][C:2]1[S:6][C:5]([C:7]([OH:9])=O)=[CH:4][CH:3]=1.C(N(CC)CC)C.F[P-](F)(F)(F)(F)F.N1(O[P+](N(C)C)(N(C)C)N(C)C)C2C=CC=CC=2N=N1.[I:44][C:45]1[CH:50]=[CH:49][C:48]([N:51]2[CH:55]=[C:54]([CH2:56][NH2:57])[N:53]=[C:52]2[S:58][CH3:59])=[CH:47][CH:46]=1, predict the reaction product. The product is: [Cl:1][C:2]1[S:6][C:5]([C:7]([NH:57][CH2:56][C:54]2[N:53]=[C:52]([S:58][CH3:59])[N:51]([C:48]3[CH:47]=[CH:46][C:45]([I:44])=[CH:50][CH:49]=3)[CH:55]=2)=[O:9])=[CH:4][CH:3]=1.